From a dataset of Experimentally validated miRNA-target interactions with 360,000+ pairs, plus equal number of negative samples. Binary Classification. Given a miRNA mature sequence and a target amino acid sequence, predict their likelihood of interaction. (1) The miRNA is hsa-miR-490-3p with sequence CAACCUGGAGGACUCCAUGCUG. The protein sequence of the target gene is MSPARLRPRLHFCLVLLLLLVVPAAWGCGPGRVVGSRRRPPRKLVPLAYKQFSPNVPEKTLGASGRYEGKIARSSERFKELTPNYNPDIIFKDEENTGADRLMTQRCKDRLNSLAISVMNQWPGVKLRVTEGWDEDGHHSEESLHYEGRAVDITTSDRDRNKYGLLARLAVEAGFDWVYYESKAHVHCSVKSEHSAAAKTGGCFPAGAQVRLESGARVALSAVRPGDRVLAMGEDGSPTFSDVLIFLDREPHRLRAFQVIETQDPPRRLALTPAHLLFTADNHTEPAARFRATFASHVQP.... Result: 0 (no interaction). (2) The miRNA is mmu-miR-466l-5p with sequence UUGUGUGUACAUGUACAUGUAU. The protein sequence of the target gene is MGGAVSAGEDNDELIDNLKEAQYIRTELVEQAFRAIDRADYYLEEFKENAYKDLAWKHGNIHLSAPCIYSEVMEALDLQPGLSFLNLGSGTGYLSSMVGLILGPFGVNHGVELHSDVIEYAKQKLDFFIRTSDSFDKFDFCEPSFVTGNCLEISPDCSQYDRVYCGAGVQKEHEEYMKNLLKVGGILVMPLEEKLTKITRTGPSAWETKKILAVSFAPLIQPCHSESGKSRLVQLPPVAVRSLQDLARIAIRGTIKKIIHQETVSKNGNGLKNTPRFKRRRVRRRRMETIVFLDKEVFAS.... Result: 0 (no interaction).